Dataset: Full USPTO retrosynthesis dataset with 1.9M reactions from patents (1976-2016). Task: Predict the reactants needed to synthesize the given product. Given the product [CH3:1][O:2][C:3]1[CH:8]=[CH:7][C:6]([CH2:9][C:10]([NH:12][C:13]2[CH:14]=[CH:15][C:16]([C:17]([N:19]([CH2:46][C:47]([OH:49])=[O:48])[CH2:20][C:21]3[CH:22]=[CH:23][C:24]([C:27]4[O:32][C:31]([C:33]5[CH:38]=[CH:37][C:36]([C:39]6[CH:40]=[CH:41][C:42]([CH3:45])=[CH:43][CH:44]=6)=[CH:35][CH:34]=5)=[N:30][N:29]=4)=[CH:25][CH:26]=3)=[O:18])=[CH:54][CH:55]=2)=[O:11])=[C:5]([C:56]([F:58])([F:57])[F:59])[CH:4]=1, predict the reactants needed to synthesize it. The reactants are: [CH3:1][O:2][C:3]1[CH:8]=[CH:7][C:6]([CH2:9][C:10]([NH:12][C:13]2[CH:55]=[CH:54][C:16]([C:17]([N:19]([CH2:46][C:47]([O:49]C(C)(C)C)=[O:48])[CH2:20][C:21]3[CH:26]=[CH:25][C:24]([C:27]([NH:29][NH:30][C:31]([C:33]4[CH:38]=[CH:37][C:36]([C:39]5[CH:44]=[CH:43][C:42]([CH3:45])=[CH:41][CH:40]=5)=[CH:35][CH:34]=4)=[O:32])=O)=[CH:23][CH:22]=3)=[O:18])=[CH:15][CH:14]=2)=[O:11])=[C:5]([C:56]([F:59])([F:58])[F:57])[CH:4]=1.C(N(CC)CC)C.[Cl-].ClC1N(C)CC[NH+]1C.